This data is from Forward reaction prediction with 1.9M reactions from USPTO patents (1976-2016). The task is: Predict the product of the given reaction. Given the reactants [NH2:1][C:2]1[CH:7]=[CH:6][C:5]([Br:8])=[CH:4][C:3]=1[NH:9][C:10]1[CH:15]=[CH:14][N:13]=[C:12]([NH2:16])[N:11]=1.[CH:17](OC)(OC)OC.CC1C=CC(S(O)(=O)=O)=CC=1.C([O-])(O)=O.[Na+], predict the reaction product. The product is: [Br:8][C:5]1[CH:6]=[CH:7][C:2]2[N:1]=[CH:17][N:9]([C:10]3[CH:15]=[CH:14][N:13]=[C:12]([NH2:16])[N:11]=3)[C:3]=2[CH:4]=1.